Dataset: Forward reaction prediction with 1.9M reactions from USPTO patents (1976-2016). Task: Predict the product of the given reaction. (1) Given the reactants [O:1]=[C:2]([C:10]1[CH:15]=[CH:14][CH:13]=[CH:12][CH:11]=1)[CH2:3][CH2:4][CH2:5][C:6]([O:8][CH3:9])=[O:7].[Br:16]Br.S([O-])([O-])=O.[Na+].[Na+], predict the reaction product. The product is: [Br:16][CH:3]([C:2](=[O:1])[C:10]1[CH:11]=[CH:12][CH:13]=[CH:14][CH:15]=1)[CH2:4][CH2:5][C:6]([O:8][CH3:9])=[O:7]. (2) Given the reactants CC1(C)C(C)(C)OB([C:9]2[CH:42]=[CH:41][C:12]([CH2:13][O:14][C:15]3[CH:20]=[CH:19][CH:18]=[CH:17][C:16]=3[C:21]3[N:26]=[C:25]([N:27]4[C:31]([C:32]([F:35])([F:34])[F:33])=[C:30]([C:36]([O:38][CH2:39][CH3:40])=[O:37])[CH:29]=[N:28]4)[CH:24]=[CH:23][CH:22]=3)=[CH:11][CH:10]=2)O1.Br[C:45]1[CH:46]=[N:47][C:48]([C:51]([F:54])([F:53])[F:52])=[CH:49][CH:50]=1.C(=O)([O-])[O-].[Na+].[Na+], predict the reaction product. The product is: [F:34][C:32]([F:33])([F:35])[C:31]1[N:27]([C:25]2[CH:24]=[CH:23][CH:22]=[C:21]([C:16]3[CH:17]=[CH:18][CH:19]=[CH:20][C:15]=3[O:14][CH2:13][C:12]3[CH:11]=[CH:10][C:9]([C:45]4[CH:46]=[N:47][C:48]([C:51]([F:54])([F:53])[F:52])=[CH:49][CH:50]=4)=[CH:42][CH:41]=3)[N:26]=2)[N:28]=[CH:29][C:30]=1[C:36]([O:38][CH2:39][CH3:40])=[O:37].